This data is from Forward reaction prediction with 1.9M reactions from USPTO patents (1976-2016). The task is: Predict the product of the given reaction. (1) Given the reactants [CH2:1]([O:4][C:5]1([CH3:35])[CH2:10][CH2:9][N:8]([C:11]2[N:16]3[N:17]=[C:18]([C:20](O)=[O:21])[CH:19]=[C:15]3[N:14]=[C:13]([CH3:23])[C:12]=2[C@H:24]([O:30][C:31]([CH3:34])([CH3:33])[CH3:32])[C:25]([O:27][CH2:28][CH3:29])=[O:26])[CH2:7][CH2:6]1)[CH:2]=[CH2:3].C(Cl)(=O)C(Cl)=O.[NH2:42][CH2:43][CH:44]([OH:60])[CH2:45][C:46]1[CH:51]=[CH:50][CH:49]=[CH:48][C:47]=1[O:52][Si:53]([C:56]([CH3:59])([CH3:58])[CH3:57])([CH3:55])[CH3:54].Cl.CCN(C(C)C)C(C)C, predict the reaction product. The product is: [CH2:1]([O:4][C:5]1([CH3:35])[CH2:10][CH2:9][N:8]([C:11]2[N:16]3[N:17]=[C:18]([C:20](=[O:21])[NH:42][CH2:43][CH:44]([OH:60])[CH2:45][C:46]4[CH:51]=[CH:50][CH:49]=[CH:48][C:47]=4[O:52][Si:53]([C:56]([CH3:57])([CH3:59])[CH3:58])([CH3:54])[CH3:55])[CH:19]=[C:15]3[N:14]=[C:13]([CH3:23])[C:12]=2[C@H:24]([O:30][C:31]([CH3:34])([CH3:33])[CH3:32])[C:25]([O:27][CH2:28][CH3:29])=[O:26])[CH2:7][CH2:6]1)[CH:2]=[CH2:3]. (2) Given the reactants [C:1]([O:5][C:6]([NH:8][C:9]1[CH:14]=[CH:13][C:12]([S:15][C:16]2[CH:24]=[CH:23][C:19]([C:20]([OH:22])=O)=[CH:18][C:17]=2[NH:25][C:26]2[C:27]3[CH:35]=[CH:34][C:33]([CH:36]([CH3:38])[CH3:37])=[N:32][C:28]=3[N:29]=[CH:30][N:31]=2)=[CH:11][CH:10]=1)=[O:7])([CH3:4])([CH3:3])[CH3:2].[C:39]1([CH:45]([NH2:48])[CH2:46][CH3:47])[CH:44]=[CH:43][CH:42]=[CH:41][CH:40]=1, predict the reaction product. The product is: [C:1]([O:5][C:6](=[O:7])[NH:8][C:9]1[CH:14]=[CH:13][C:12]([S:15][C:16]2[CH:24]=[CH:23][C:19]([C:20](=[O:22])[NH:48][CH:45]([C:39]3[CH:44]=[CH:43][CH:42]=[CH:41][CH:40]=3)[CH2:46][CH3:47])=[CH:18][C:17]=2[NH:25][C:26]2[C:27]3[CH:35]=[CH:34][C:33]([CH:36]([CH3:37])[CH3:38])=[N:32][C:28]=3[N:29]=[CH:30][N:31]=2)=[CH:11][CH:10]=1)([CH3:3])([CH3:4])[CH3:2]. (3) Given the reactants [NH2:1][C:2]1[CH:10]=[C:9]([C:11]2[CH:12]=[C:13]([NH:19][S:20]([CH3:23])(=[O:22])=[O:21])[C:14]([O:17][CH3:18])=[N:15][CH:16]=2)[CH:8]=[C:7]2[C:3]=1[CH:4]=[N:5][N:6]2[S:24]([C:27]1[CH:32]=[CH:31][CH:30]=[CH:29][CH:28]=1)(=[O:26])=[O:25].N1C=CC=CC=1.[Cl:39][CH2:40][C:41]1[S:42][CH:43]=[C:44]([C:46](Cl)=[O:47])[N:45]=1.C(=O)(O)[O-].[Na+], predict the reaction product. The product is: [Cl:39][CH2:40][C:41]1[S:42][CH:43]=[C:44]([C:46]([NH:1][C:2]2[CH:10]=[C:9]([C:11]3[CH:16]=[N:15][C:14]([O:17][CH3:18])=[C:13]([NH:19][S:20]([CH3:23])(=[O:22])=[O:21])[CH:12]=3)[CH:8]=[C:7]3[C:3]=2[CH:4]=[N:5][N:6]3[S:24]([C:27]2[CH:32]=[CH:31][CH:30]=[CH:29][CH:28]=2)(=[O:26])=[O:25])=[O:47])[N:45]=1. (4) The product is: [Cl:4][C:5]1[CH:6]=[C:7]([N:22]2[CH:26]=[N:25][C:24]([C:27]([N:29]([O:44][CH2:1][CH3:2])[CH2:30][C:31]3[CH:32]=[CH:33][C:34]([O:37][C:38]4[CH:39]=[CH:40][CH:41]=[CH:42][CH:43]=4)=[CH:35][CH:36]=3)=[O:28])=[N:23]2)[CH:8]=[C:9]([Cl:21])[C:10]=1[OH:11]. Given the reactants [CH2:1](I)[CH3:2].[Cl:4][C:5]1[CH:6]=[C:7]([N:22]2[CH:26]=[N:25][C:24]([C:27]([N:29]([OH:44])[CH2:30][C:31]3[CH:36]=[CH:35][C:34]([O:37][C:38]4[CH:43]=[CH:42][CH:41]=[CH:40][CH:39]=4)=[CH:33][CH:32]=3)=[O:28])=[N:23]2)[CH:8]=[C:9]([Cl:21])[C:10]=1[O:11]CC1C=CC(OC)=CC=1.C[Si](C)(C)[N-][Si](C)(C)C.[Na+].O, predict the reaction product. (5) Given the reactants [OH-].[Na+].[Cl:3][C:4]1[CH:5]=[C:6]([C:14]2[O:18][N:17]=[C:16]([C:19]3[CH:20]=[CH:21][C:22]4[O:28][CH2:27][CH:26]([CH2:29][CH2:30][C:31]([O:33]CC)=[O:32])[N:25]([C:36]([O:38][C:39]([CH3:42])([CH3:41])[CH3:40])=[O:37])[CH2:24][C:23]=4[CH:43]=3)[N:15]=2)[CH:7]=[CH:8][C:9]=1[O:10][CH:11]([CH3:13])[CH3:12], predict the reaction product. The product is: [Cl:3][C:4]1[CH:5]=[C:6]([C:14]2[O:18][N:17]=[C:16]([C:19]3[CH:20]=[CH:21][C:22]4[O:28][CH2:27][CH:26]([CH2:29][CH2:30][C:31]([OH:33])=[O:32])[N:25]([C:36]([O:38][C:39]([CH3:40])([CH3:42])[CH3:41])=[O:37])[CH2:24][C:23]=4[CH:43]=3)[N:15]=2)[CH:7]=[CH:8][C:9]=1[O:10][CH:11]([CH3:12])[CH3:13]. (6) Given the reactants C([O:8][C:9]1[C:10]([CH3:31])=[C:11]([C:18]([C:20]2[CH:25]=[CH:24][C:23]([N+:26]([O-:28])=[O:27])=[C:22]([O:29][CH3:30])[CH:21]=2)=[O:19])[N:12]2[C:17]=1[CH:16]=[CH:15][CH:14]=[CH:13]2)C1C=CC=CC=1, predict the reaction product. The product is: [OH:8][C:9]1[C:10]([CH3:31])=[C:11]([C:18]([C:20]2[CH:25]=[CH:24][C:23]([N+:26]([O-:28])=[O:27])=[C:22]([O:29][CH3:30])[CH:21]=2)=[O:19])[N:12]2[C:17]=1[CH:16]=[CH:15][CH:14]=[CH:13]2. (7) Given the reactants [C:1]1([C:28]2[CH:33]=[CH:32][CH:31]=[CH:30][CH:29]=2)[CH:6]=[CH:5][CH:4]=[C:3]([NH:7][C:8](=[O:27])[CH2:9][CH2:10][CH2:11][CH2:12][CH2:13][NH:14][C:15](=O)[CH2:16][O:17][CH2:18][C:19]2[CH:24]=[CH:23][C:22]([F:25])=[CH:21][CH:20]=2)[CH:2]=1.COC1C=CC(P2(SP(C3C=CC(OC)=CC=3)(=S)S2)=[S:43])=CC=1, predict the reaction product. The product is: [C:1]1([C:28]2[CH:33]=[CH:32][CH:31]=[CH:30][CH:29]=2)[CH:6]=[CH:5][CH:4]=[C:3]([NH:7][C:8](=[O:27])[CH2:9][CH2:10][CH2:11][CH2:12][CH2:13][NH:14][C:15](=[S:43])[CH2:16][O:17][CH2:18][C:19]2[CH:24]=[CH:23][C:22]([F:25])=[CH:21][CH:20]=2)[CH:2]=1. (8) Given the reactants [NH:1]1[CH2:6][CH2:5][CH:4]([NH:7][C:8]([C:10]2[C:14]3[N:15]=[CH:16][N:17]=[C:18]([C:19]4[CH:24]=[C:23]([O:25][CH3:26])[CH:22]=[CH:21][C:20]=4[O:27][CH2:28][CH:29]4[CH2:31][CH2:30]4)[C:13]=3[NH:12][CH:11]=2)=[O:9])[CH2:3][CH2:2]1.[CH3:32][O:33][CH2:34][C:35](Cl)=[O:36], predict the reaction product. The product is: [CH3:32][O:33][CH2:34][C:35]([N:1]1[CH2:2][CH2:3][CH:4]([NH:7][C:8]([C:10]2[C:14]3[N:15]=[CH:16][N:17]=[C:18]([C:19]4[CH:24]=[C:23]([O:25][CH3:26])[CH:22]=[CH:21][C:20]=4[O:27][CH2:28][CH:29]4[CH2:30][CH2:31]4)[C:13]=3[NH:12][CH:11]=2)=[O:9])[CH2:5][CH2:6]1)=[O:36].